Dataset: Catalyst prediction with 721,799 reactions and 888 catalyst types from USPTO. Task: Predict which catalyst facilitates the given reaction. (1) Reactant: C([NH:5][S:6]([CH2:9][C:10]([NH:12][C:13]1[CH:18]=[CH:17][CH:16]=[CH:15][CH:14]=1)=[O:11])(=[O:8])=[O:7])(C)(C)C. Product: [S:6]([CH2:9][C:10]([NH:12][C:13]1[CH:18]=[CH:17][CH:16]=[CH:15][CH:14]=1)=[O:11])(=[O:7])(=[O:8])[NH2:5]. The catalyst class is: 67. (2) Reactant: [Cl:1][C:2]1[CH:7]=[CH:6][C:5]([N:8]2[C:13](=[O:14])[C:12]3[CH:15]=[N:16][N:17]([C:18]4[CH:23]=[CH:22][CH:21]=[CH:20][CH:19]=4)[C:11]=3[N:10]=[C:9]2[C:24]2[CH:36]=[CH:35][C:27]([C:28]([N:30]=[CH:31][N:32](C)C)=O)=[CH:26][CH:25]=2)=[CH:4][CH:3]=1.O.[NH2:38]N. Product: [Cl:1][C:2]1[CH:3]=[CH:4][C:5]([N:8]2[C:13](=[O:14])[C:12]3[CH:15]=[N:16][N:17]([C:18]4[CH:23]=[CH:22][CH:21]=[CH:20][CH:19]=4)[C:11]=3[N:10]=[C:9]2[C:24]2[CH:36]=[CH:35][C:27]([C:28]3[NH:38][N:32]=[CH:31][N:30]=3)=[CH:26][CH:25]=2)=[CH:6][CH:7]=1. The catalyst class is: 15. (3) Reactant: [CH3:1][O:2][C:3]([C:5]1[CH:6]([C:14]2[CH:19]=[CH:18][C:17]([C:20]#[N:21])=[CH:16][CH:15]=2)[N:7]=[C:8]([O:12][CH3:13])[NH:9][C:10]=1[CH3:11])=[O:4].Cl[C:23]([O:25][C:26]1[CH:31]=[CH:30][C:29]([N+:32]([O-:34])=[O:33])=[CH:28][CH:27]=1)=[O:24]. Product: [N+:32]([C:29]1[CH:28]=[CH:27][C:26]([O:25][C:23]([N:7]2[CH:6]([C:14]3[CH:15]=[CH:16][C:17]([C:20]#[N:21])=[CH:18][CH:19]=3)[C:5]([C:3]([O:2][CH3:1])=[O:4])=[C:10]([CH3:11])[N:9]=[C:8]2[O:12][CH3:13])=[O:24])=[CH:31][CH:30]=1)([O-:34])=[O:33]. The catalyst class is: 202. (4) The catalyst class is: 6. Product: [Br:13][C:14]1[C:15](=[O:16])[N:9]([CH2:8][C:7]2[CH:11]=[CH:12][C:4]([O:3][CH3:2])=[CH:5][CH:6]=2)[NH:10][C:17](=[O:19])[CH:18]=1. Reactant: Cl.[CH3:2][O:3][C:4]1[CH:12]=[CH:11][C:7]([CH2:8][NH:9][NH2:10])=[CH:6][CH:5]=1.[Br:13][C:14]1[C:15](=O)[O:16][C:17](=[O:19])[CH:18]=1. (5) Reactant: [C:1]([C:4]1[C:9]2[S:10][C:11]([C:14]([NH:16][C:17]3[CH:26]=[CH:25][C:24]4[C:23]([C:27]([O:29]C)=[O:28])=[CH:22][CH:21]=[CH:20][C:19]=4[N:18]=3)=[O:15])=[C:12]([CH3:13])[C:8]=2[C:7]([CH2:31][O:32][CH3:33])=[CH:6][CH:5]=1)(=[O:3])[CH3:2].[Cl-].[Li+]. Product: [C:1]([C:4]1[C:9]2[S:10][C:11]([C:14]([NH:16][C:17]3[CH:26]=[CH:25][C:24]4[C:23]([C:27]([OH:29])=[O:28])=[CH:22][CH:21]=[CH:20][C:19]=4[N:18]=3)=[O:15])=[C:12]([CH3:13])[C:8]=2[C:7]([CH2:31][O:32][CH3:33])=[CH:6][CH:5]=1)(=[O:3])[CH3:2]. The catalyst class is: 17. (6) Reactant: Cl.[C:2]([O:6][C:7](=[O:13])[C@H:8]([CH:10]([CH3:12])[CH3:11])[NH2:9])([CH3:5])([CH3:4])[CH3:3].C(N(CC)CC)C.Br[CH2:22][C:23]([O:25][CH2:26][CH3:27])=[O:24]. Product: [CH2:26]([O:25][C:23](=[O:24])[CH2:22][NH:9][C@@H:8]([CH:10]([CH3:11])[CH3:12])[C:7]([O:6][C:2]([CH3:5])([CH3:4])[CH3:3])=[O:13])[CH3:27]. The catalyst class is: 9. (7) Reactant: [OH:1][CH2:2][CH2:3][N:4]([CH2:12][C:13]1[NH:17][N:16]=[CH:15][CH:14]=1)[C:5](=[O:11])[O:6][C:7]([CH3:10])([CH3:9])[CH3:8].CCN(CC)CC.[CH3:25][S:26](Cl)(=[O:28])=[O:27]. Product: [CH3:25][S:26]([O:1][CH2:2][CH2:3][N:4]([C:5]([O:6][C:7]([CH3:10])([CH3:9])[CH3:8])=[O:11])[CH2:12][C:13]1[NH:17][N:16]=[CH:15][CH:14]=1)(=[O:28])=[O:27]. The catalyst class is: 2. (8) Reactant: [I-].[Na+].[CH:3]([NH2:6])([CH3:5])[CH3:4].[Br:7][C:8]1[C:13]([CH3:14])=[CH:12][C:11]([N:15]2[C:19](=[O:20])[CH2:18][CH2:17][C@@H:16]2[CH2:21]OS(C)(=O)=O)=[CH:10][C:9]=1[CH3:27]. Product: [Br:7][C:8]1[C:13]([CH3:14])=[CH:12][C:11]([N:15]2[C@@H:16]([CH2:21][NH:6][CH:3]([CH3:5])[CH3:4])[CH2:17][CH2:18][C:19]2=[O:20])=[CH:10][C:9]=1[CH3:27]. The catalyst class is: 1. (9) Reactant: C(N(CC)CC)C.N1(O)C2C=CC=CC=2N=N1.[Br:18][C:19]1[CH:24]=[CH:23][C:22]([CH2:25][CH2:26][C:27]([CH3:35])([S:31]([CH3:34])(=[O:33])=[O:32])[C:28]([OH:30])=O)=[CH:21][CH:20]=1.[O:36]1[CH2:41][CH2:40][CH2:39][CH2:38][CH:37]1[O:42][NH2:43].Cl.C(N=C=NCCCN(C)C)C. Product: [Br:18][C:19]1[CH:20]=[CH:21][C:22]([CH2:25][CH2:26][C:27]([CH3:35])([S:31]([CH3:34])(=[O:33])=[O:32])[C:28]([NH:43][O:42][CH:37]2[CH2:38][CH2:39][CH2:40][CH2:41][O:36]2)=[O:30])=[CH:23][CH:24]=1. The catalyst class is: 4. (10) Reactant: CC1(C)C(C)(C)OB(/[CH:9]=[CH:10]/[CH2:11][CH:12]2[CH2:17][CH2:16][N:15]([C:18]([O:20][C:21]([CH3:24])([CH3:23])[CH3:22])=[O:19])[CH2:14][CH2:13]2)O1.I[C:27]1[C:35]2[O:34][CH2:33][C:32](=[O:36])[C:31]=2[CH:30]=[CH:29][C:28]=1[O:37][CH3:38].C(=O)([O-])[O-].[Na+].[Na+]. Product: [CH3:38][O:37][C:28]1[CH:29]=[CH:30][C:31]2[C:32](=[O:36])[CH2:33][O:34][C:35]=2[C:27]=1/[CH:9]=[CH:10]/[CH2:11][CH:12]1[CH2:13][CH2:14][N:15]([C:18]([O:20][C:21]([CH3:22])([CH3:23])[CH3:24])=[O:19])[CH2:16][CH2:17]1. The catalyst class is: 77.